Predict the product of the given reaction. From a dataset of Forward reaction prediction with 1.9M reactions from USPTO patents (1976-2016). (1) Given the reactants [C:1]([C:5]1[N:10]=[C:9]([N:11]2[CH2:16][CH2:15][N:14]([CH2:17][CH2:18][CH2:19][CH2:20][NH2:21])[CH2:13][CH2:12]2)[CH:8]=[C:7]([C:22]([F:25])([F:24])[F:23])[N:6]=1)([CH3:4])([CH3:3])[CH3:2].C1N=CN([C:31](N2C=NC=C2)=[O:32])C=1.[NH:38]1[CH2:43][CH2:42][CH:41]([N:44]2[C:48]3[CH:49]=[CH:50][CH:51]=[CH:52][C:47]=3[NH:46][C:45]2=[O:53])[CH2:40][CH2:39]1, predict the reaction product. The product is: [C:1]([C:5]1[N:10]=[C:9]([N:11]2[CH2:16][CH2:15][N:14]([CH2:17][CH2:18][CH2:19][CH2:20][NH:21][C:31]([N:38]3[CH2:39][CH2:40][CH:41]([N:44]4[C:48]5[CH:49]=[CH:50][CH:51]=[CH:52][C:47]=5[NH:46][C:45]4=[O:53])[CH2:42][CH2:43]3)=[O:32])[CH2:13][CH2:12]2)[CH:8]=[C:7]([C:22]([F:24])([F:25])[F:23])[N:6]=1)([CH3:4])([CH3:2])[CH3:3]. (2) Given the reactants [NH:1]([C:3]1[CH:16]=[CH:15][C:6]([CH2:7][N:8]2[CH2:13][CH2:12][N:11]([CH3:14])[CH2:10][CH2:9]2)=[CH:5][CH:4]=1)N.[CH2:17](O)[CH3:18], predict the reaction product. The product is: [CH3:14][N:11]1[CH2:12][CH2:13][N:8]([CH2:7][C:6]2[CH:15]=[CH:16][C:3]3[NH:1][C:5]4[CH2:4][CH2:3][NH:1][CH2:17][C:18]=4[C:4]=3[CH:5]=2)[CH2:9][CH2:10]1. (3) The product is: [CH3:15][O:14][C:12]([C:5]1[C:6]([C:8]([F:11])([F:10])[F:9])=[N:7][C:2]([NH:21][C:20]2[CH:22]=[CH:23][CH:24]=[C:18]([C:16]#[N:17])[CH:19]=2)=[N:3][CH:4]=1)=[O:13]. Given the reactants Cl[C:2]1[N:7]=[C:6]([C:8]([F:11])([F:10])[F:9])[C:5]([C:12]([O:14][CH3:15])=[O:13])=[CH:4][N:3]=1.[C:16]([C:18]1[CH:19]=[C:20]([CH:22]=[CH:23][CH:24]=1)[NH2:21])#[N:17], predict the reaction product. (4) Given the reactants [Cl:1][C:2]1[CH:3]=[C:4]([C@@H:8]([OH:29])[CH2:9][NH:10][C:11](=O)[CH2:12][C:13]2[CH:18]=[CH:17][C:16]([S:19][C:20]3[CH:25]=[CH:24][C:23]([C:26]#[N:27])=[CH:22][CH:21]=3)=[CH:15][CH:14]=2)[CH:5]=[CH:6][CH:7]=1.CO, predict the reaction product. The product is: [Cl:1][C:2]1[CH:3]=[C:4]([C@@H:8]([OH:29])[CH2:9][NH:10][CH2:11][CH2:12][C:13]2[CH:18]=[CH:17][C:16]([S:19][C:20]3[CH:21]=[CH:22][C:23]([C:26]#[N:27])=[CH:24][CH:25]=3)=[CH:15][CH:14]=2)[CH:5]=[CH:6][CH:7]=1. (5) Given the reactants [Cl:1][C:2]1[CH:7]=[C:6]([S:8][C:9]2[CH:14]=[CH:13][CH:12]=[C:11]([C:15]([F:18])([F:17])[F:16])[CH:10]=2)[CH:5]=[CH:4][C:3]=1[CH2:19][CH2:20][CH2:21][C:22]([CH3:33])([C:28]([O:30]CC)=[O:29])[C:23]([O:25][CH2:26][CH3:27])=[O:24].[OH-].[K+].O.Cl, predict the reaction product. The product is: [Cl:1][C:2]1[CH:7]=[C:6]([S:8][C:9]2[CH:14]=[CH:13][CH:12]=[C:11]([C:15]([F:18])([F:17])[F:16])[CH:10]=2)[CH:5]=[CH:4][C:3]=1[CH2:19][CH2:20][CH2:21][C:22]([C:23]([O:25][CH2:26][CH3:27])=[O:24])([CH3:33])[C:28]([OH:30])=[O:29]. (6) Given the reactants [Br:1][C:2]1[CH:3]=[C:4]2[C:8](=[CH:9][CH:10]=1)[NH:7][N:6]=[CH:5]2.Br[CH2:12][CH2:13][Cl:14].C([O-])([O-])=O.[K+].[K+], predict the reaction product. The product is: [Br:1][C:2]1[CH:3]=[C:4]2[C:8](=[CH:9][CH:10]=1)[N:7]([CH2:12][CH2:13][Cl:14])[N:6]=[CH:5]2.